From a dataset of Reaction yield outcomes from USPTO patents with 853,638 reactions. Predict the reaction yield, written as a fraction of the theoretical maximum amount of product (1.0 means a 100% yield; for example, 0.34 means a 34% yield). (1) The catalyst is O.C1COCC1. The product is [C:53]([O:52][C:50]([NH:5][C@H:4]([CH:1]1[CH2:3][CH2:2]1)[C:37]([OH:40])=[O:38])=[O:51])([CH3:54])([CH3:55])[CH3:56]. The yield is 0.880. The reactants are [CH:1]1([C:4]2C(C3C=CC=C4C=3C=NC(C=C)=N4)=CC(C#N)=C(N3CCN(C(=O)CCOC)[C@H](C)C3)[N:5]=2)[CH2:3][CH2:2]1.[C:37]([O-:40])(O)=[O:38].[Na+].[CH3:54][C:53]([O:52][C:50](O[C:50]([O:52][C:53]([CH3:56])([CH3:55])[CH3:54])=[O:51])=[O:51])([CH3:56])[CH3:55]. (2) The reactants are [CH3:1][O:2][C:3]1[N:4]=[CH:5][N:6]([CH3:11])[C:7]=1[C:8]([NH2:10])=O.[H-].[Al+3].[Li+].[H-].[H-].[H-].Cl.[OH-].[K+]. The catalyst is C1COCC1.C(O)(C)C. The product is [CH3:1][O:2][C:3]1[N:4]=[CH:5][N:6]([CH3:11])[C:7]=1[CH2:8][NH2:10]. The yield is 0.380. (3) The reactants are Cl[C:2]1[N:7]=[C:6]([NH:8][C@H:9]([C:11]2[CH:16]=[CH:15][CH:14]=[C:13]([O:17][CH3:18])[CH:12]=2)[CH3:10])[C:5]([Cl:19])=[CH:4][N:3]=1.[NH2:20][C:21]1[CH:22]=[C:23]([CH:26]=[CH:27][CH:28]=1)[CH2:24][OH:25].O.C1(C)C=CC(S(O)(=O)=O)=CC=1.C([O-])(O)=O.[Na+]. The catalyst is O1CCOCC1. The product is [Cl:19][C:5]1[C:6]([NH:8][C@H:9]([C:11]2[CH:16]=[CH:15][CH:14]=[C:13]([O:17][CH3:18])[CH:12]=2)[CH3:10])=[N:7][C:2]([NH:20][C:21]2[CH:22]=[C:23]([CH2:24][OH:25])[CH:26]=[CH:27][CH:28]=2)=[N:3][CH:4]=1. The yield is 0.900. (4) The reactants are Cl.[NH2:2][C@@H:3]1[C:11]2[C:6](=[C:7]([C:12]3[S:16][C:15]([C:17]4[CH:18]=[CH:19][C:20]([O:25][CH:26]([CH3:28])[CH3:27])=[C:21]([CH:24]=4)[C:22]#[N:23])=[N:14][N:13]=3)[CH:8]=[CH:9][CH:10]=2)[CH2:5][CH2:4]1.Cl[CH2:30][CH2:31][S:32](Cl)(=[O:34])=[O:33]. The catalyst is C(Cl)Cl. The product is [C:22]([C:21]1[CH:24]=[C:17]([C:15]2[S:16][C:12]([C:7]3[CH:8]=[CH:9][CH:10]=[C:11]4[C:6]=3[CH2:5][CH2:4][C@@H:3]4[NH:2][S:32]([CH:31]=[CH2:30])(=[O:34])=[O:33])=[N:13][N:14]=2)[CH:18]=[CH:19][C:20]=1[O:25][CH:26]([CH3:28])[CH3:27])#[N:23]. The yield is 0.660. (5) The product is [Br:1][C:2]1[CH:10]=[CH:9][C:5]([C:6]([N:12]([CH3:13])[CH3:11])=[O:7])=[CH:4][CH:3]=1. The yield is 0.550. The catalyst is O.C(Cl)Cl. The reactants are [Br:1][C:2]1[CH:10]=[CH:9][C:5]([C:6](O)=[O:7])=[CH:4][CH:3]=1.[CH3:11][N:12](C=O)[CH3:13].C(Cl)(=O)C(Cl)=O.CNC. (6) The reactants are [CH3:1][C:2]1[C:6]([CH2:7][N:8]2[CH:12]=[C:11]([N:13]3[C:17](=[O:18])[CH2:16][NH:15][C:14]3=[O:19])[CH:10]=[N:9]2)=[C:5]([CH3:20])[O:4][N:3]=1.ClC[C:23]1[C:24]([CH3:29])=[N:25][N:26]([CH3:28])[CH:27]=1.[C:30](=O)([O-])[O-].[Cs+].[Cs+]. The catalyst is CN(C=O)C. The product is [CH3:28][N:26]1[C:27]([CH2:30][N:15]2[CH2:16][C:17](=[O:18])[N:13]([C:11]3[CH:10]=[N:9][N:8]([CH2:7][C:6]4[C:2]([CH3:1])=[N:3][O:4][C:5]=4[CH3:20])[CH:12]=3)[C:14]2=[O:19])=[CH:23][C:24]([CH3:29])=[N:25]1. The yield is 0.530. (7) The reactants are [H-].[Na+].[C:3]1([OH:9])[CH:8]=[CH:7][CH:6]=[CH:5][CH:4]=1.Cl[C:11]1[CH:20]=[CH:19][C:18]2[C:13](=[C:14]([C:21]3[NH:29][C:28]4[CH:27]([CH2:30][CH3:31])[CH2:26][NH:25][C:24](=[O:32])[C:23]=4[CH:22]=3)[CH:15]=[CH:16][CH:17]=2)[N:12]=1.C(O)(C(F)(F)F)=O. The catalyst is CN(C=O)C.CS(C)=O. The product is [CH2:30]([CH:27]1[CH2:26][NH:25][C:24](=[O:32])[C:23]2[CH:22]=[C:21]([C:14]3[CH:15]=[CH:16][CH:17]=[C:18]4[C:13]=3[N:12]=[C:11]([O:9][C:3]3[CH:8]=[CH:7][CH:6]=[CH:5][CH:4]=3)[CH:20]=[CH:19]4)[NH:29][C:28]1=2)[CH3:31]. The yield is 0.400. (8) The reactants are Br[C:2]1[CH:7]=[C:6]([Cl:8])[C:5]([C:9]2[C:10](=[O:23])[CH:11]([CH2:16][C:17]3[CH:22]=[CH:21][CH:20]=[CH:19][N:18]=3)[CH2:12][C:13]=2[O:14][CH3:15])=[C:4]([Cl:24])[CH:3]=1.[F-].[Cs+].[CH2:27]([Sn](CCCC)(CCCC)C#CC)[CH2:28][CH2:29]C.CN(C)C=O. The catalyst is O.CCOCC.[Cu]I.C1C=CC([PH+]([C]2[CH][CH][CH][CH]2)C2C=CC=CC=2)=CC=1.C1C=CC([PH+]([C]2[CH][CH][CH][CH]2)C2C=CC=CC=2)=CC=1.C(Cl)Cl.Cl[Pd]Cl.[Fe]. The product is [Cl:8][C:6]1[CH:7]=[C:2]([C:27]#[C:28][CH3:29])[CH:3]=[C:4]([Cl:24])[C:5]=1[C:9]1[C:10](=[O:23])[CH:11]([CH2:16][C:17]2[CH:22]=[CH:21][CH:20]=[CH:19][N:18]=2)[CH2:12][C:13]=1[O:14][CH3:15]. The yield is 0.320. (9) The catalyst is CO.O. The yield is 0.720. The product is [OH:15][N:14]=[C:5]1[CH2:6][CH2:7][C:2]([CH3:1])([C:9]([O:11][CH2:12][CH3:13])=[O:10])[CH2:3][CH2:4]1. The reactants are [CH3:1][C:2]1([C:9]([O:11][CH2:12][CH3:13])=[O:10])[CH2:7][CH2:6][C:5](=O)[CH2:4][CH2:3]1.[NH2:14][OH:15].Cl.CC([O-])=O.[Na+].